Task: Regression. Given a peptide amino acid sequence and an MHC pseudo amino acid sequence, predict their binding affinity value. This is MHC class I binding data.. Dataset: Peptide-MHC class I binding affinity with 185,985 pairs from IEDB/IMGT (1) The peptide sequence is RIAQGVLQR. The MHC is HLA-A02:01 with pseudo-sequence HLA-A02:01. The binding affinity (normalized) is 0.0847. (2) The peptide sequence is KIFLHFSIL. The MHC is HLA-A03:01 with pseudo-sequence HLA-A03:01. The binding affinity (normalized) is 0.0847. (3) The peptide sequence is WTGMVDGWY. The MHC is HLA-A29:02 with pseudo-sequence HLA-A29:02. The binding affinity (normalized) is 0.0847.